This data is from Reaction yield outcomes from USPTO patents with 853,638 reactions. The task is: Predict the reaction yield, written as a fraction of the theoretical maximum amount of product (1.0 means a 100% yield; for example, 0.34 means a 34% yield). The reactants are [F:1][C:2]1[CH:10]=[C:9]2[C:5]([C:6]([C:11]3[CH:12]=[CH:13][C:14]([N:17]4[CH2:22][CH2:21][CH:20]([NH2:23])[CH2:19][CH2:18]4)=[N:15][CH:16]=3)=[CH:7][NH:8]2)=[CH:4][CH:3]=1.CCN(CC)CC.Cl[CH2:32][CH2:33][S:34](Cl)(=[O:36])=[O:35]. The catalyst is C(Cl)Cl.CN(C=O)C. The product is [F:1][C:2]1[CH:10]=[C:9]2[C:5]([C:6]([C:11]3[CH:12]=[CH:13][C:14]([N:17]4[CH2:22][CH2:21][CH:20]([NH:23][S:34]([CH:33]=[CH2:32])(=[O:36])=[O:35])[CH2:19][CH2:18]4)=[N:15][CH:16]=3)=[CH:7][NH:8]2)=[CH:4][CH:3]=1. The yield is 0.780.